From a dataset of Experimentally validated miRNA-target interactions with 360,000+ pairs, plus equal number of negative samples. Binary Classification. Given a miRNA mature sequence and a target amino acid sequence, predict their likelihood of interaction. The miRNA is hsa-miR-3670 with sequence AGAGCUCACAGCUGUCCUUCUCUA. The protein sequence of the target gene is MASNSTKSFLADAGYGEQELDANSALMELDKGLRSGKLGEQCEAVVRFPRLFQKYPFPILINSAFLKLADVFRVGNNFLRLCVLKVTQQSEKHLEKILNVDEFVKRVFSVIHSNDPVARAITLRMLGSLASIIPERKNAHHSIRQSLDSHDNVEVEAAVFAAANFSAQSKDFAVGICNKISEMIQGLATPVDLKLKLIPILQHMHHDALLASSARQLLQQLVTSYPSTKMVIVSLHTFTLLAASSLVDTPKQIQLLLQYLKNDPRKAVKRLAVQDLKLLASKTPHTWSKENIQALCECAL.... Result: 0 (no interaction).